From a dataset of Forward reaction prediction with 1.9M reactions from USPTO patents (1976-2016). Predict the product of the given reaction. (1) Given the reactants [N:1]1[C:10]2[C:5](=[CH:6][CH:7]=[CH:8][N:9]=2)[CH:4]=[CH:3][C:2]=1O.P(Cl)(Cl)([Cl:14])=O, predict the reaction product. The product is: [Cl:14][C:2]1[CH:3]=[CH:4][C:5]2[C:10](=[N:9][CH:8]=[CH:7][CH:6]=2)[N:1]=1. (2) Given the reactants [F:1][C:2]1[CH:7]=[CH:6][C:5]([OH:8])=[CH:4][C:3]=1[NH:9][C:10]([C:12]1[N:16]([CH3:17])[N:15]=[C:14]([CH3:18])[CH:13]=1)=[O:11].Br[C:20]1[CH:21]=[CH:22][C:23]([N+:26]([O-:28])=[O:27])=[N:24][CH:25]=1.C(=O)([O-])[O-].[Cs+].[Cs+].CN(C)C=O, predict the reaction product. The product is: [F:1][C:2]1[CH:7]=[CH:6][C:5]([O:8][C:20]2[CH:25]=[N:24][C:23]([N+:26]([O-:28])=[O:27])=[CH:22][CH:21]=2)=[CH:4][C:3]=1[NH:9][C:10]([C:12]1[N:16]([CH3:17])[N:15]=[C:14]([CH3:18])[CH:13]=1)=[O:11]. (3) Given the reactants [CH2:1]1[O:11][C:4]2([CH2:9][CH2:8][C:7](=O)[CH2:6][CH2:5]2)[O:3][CH2:2]1.[NH:12]1[CH2:16][CH2:15][CH2:14][CH2:13]1, predict the reaction product. The product is: [O:3]1[C:4]2([CH2:9][CH2:8][C:7]([N:12]3[CH2:16][CH2:15][CH2:14][CH2:13]3)=[CH:6][CH2:5]2)[O:11][CH2:1][CH2:2]1. (4) The product is: [Br:12][C:3]1[C:2](=[O:1])[C:7]([C:8]([OH:10])=[O:9])=[CH:6][NH:5][C:4]=1[CH3:11]. Given the reactants [OH:1][C:2]1[C:7]([C:8]([OH:10])=[O:9])=[CH:6][N:5]=[C:4]([CH3:11])[CH:3]=1.[Br:12]Br, predict the reaction product. (5) Given the reactants [CH2:1]([O:3][C:4]([C:6]1[CH2:11][CH:10]([O:12][S:13]([CH3:16])(=[O:15])=[O:14])[CH2:9][CH2:8][C:7]=1[O:17][CH:18]([CH2:21][CH2:22][N:23]=[N+]=[N-])[CH2:19][CH3:20])=[O:5])[CH3:2].[H][H], predict the reaction product. The product is: [CH2:1]([O:3][C:4]([C:6]1[CH2:11][CH:10]([O:12][S:13]([CH3:16])(=[O:14])=[O:15])[CH2:9][CH2:8][C:7]=1[O:17][CH:18]([CH2:21][CH2:22][NH2:23])[CH2:19][CH3:20])=[O:5])[CH3:2]. (6) Given the reactants [NH2:1][C:2]1[CH:12]=[CH:11][CH:10]=[CH:9][C:3]=1[C:4]([O:6][CH2:7][CH3:8])=[O:5].[Cl:13][CH2:14][CH2:15][CH2:16][C:17](Cl)=[O:18].O, predict the reaction product. The product is: [Cl:13][CH2:14][CH2:15][CH2:16][C:17]([NH:1][C:2]1[CH:12]=[CH:11][CH:10]=[CH:9][C:3]=1[C:4]([O:6][CH2:7][CH3:8])=[O:5])=[O:18]. (7) Given the reactants [Br:1][C:2]1[CH:3]=[CH:4][C:5]([CH:8]2[CH2:17][CH2:16][C:11]3(OCC[O:12]3)[CH2:10][CH2:9]2)=[N:6][CH:7]=1.O.[OH-].[Na+], predict the reaction product. The product is: [Br:1][C:2]1[CH:3]=[CH:4][C:5]([CH:8]2[CH2:9][CH2:10][C:11](=[O:12])[CH2:16][CH2:17]2)=[N:6][CH:7]=1. (8) The product is: [Cl:7][C:8]1[CH:13]=[C:12]([Cl:14])[CH:11]=[CH:10][C:9]=1[C:15]([F:24])([CH3:16])[C:5]#[N:6]. Given the reactants C[Si]([C:5]#[N:6])(C)C.[Cl:7][C:8]1[CH:13]=[C:12]([Cl:14])[CH:11]=[CH:10][C:9]=1[C:15](=O)[CH3:16].CCN(S(F)(F)[F:24])CC, predict the reaction product. (9) Given the reactants [Br:1][C:2]1[CH:10]=[C:9]2[C:5]([C:6](C(O)=O)=[C:7]([CH3:12])[N:8]2[CH3:11])=[CH:4][C:3]=1[O:16][CH3:17].N1C2C(=CC=CC=2)C=CC=1, predict the reaction product. The product is: [Br:1][C:2]1[CH:10]=[C:9]2[C:5]([CH:6]=[C:7]([CH3:12])[N:8]2[CH3:11])=[CH:4][C:3]=1[O:16][CH3:17].